From a dataset of Peptide-MHC class II binding affinity with 134,281 pairs from IEDB. Regression. Given a peptide amino acid sequence and an MHC pseudo amino acid sequence, predict their binding affinity value. This is MHC class II binding data. (1) The MHC is DRB1_0701 with pseudo-sequence DRB1_0701. The peptide sequence is GLAFQEMENFLGPIA. The binding affinity (normalized) is 0.602. (2) The peptide sequence is SRCYSIYLSINGVLE. The MHC is DRB1_0901 with pseudo-sequence DRB1_0901. The binding affinity (normalized) is 0.804. (3) The peptide sequence is GAMVATNFFGINTIP. The MHC is DRB1_0701 with pseudo-sequence DRB1_0701. The binding affinity (normalized) is 0.424.